Dataset: Catalyst prediction with 721,799 reactions and 888 catalyst types from USPTO. Task: Predict which catalyst facilitates the given reaction. (1) Reactant: Cl.Cl.[C:3]([C:7]1[CH:12]=[CH:11][CH:10]=[CH:9][C:8]=1[N:13]1[CH2:18][CH2:17][NH:16][CH2:15][CH2:14]1)([CH3:6])([CH3:5])[CH3:4].[C:19]([O:23][C:24]([N:26]1[CH2:31][CH2:30][CH:29]([CH2:32][O:33][C:34]2[CH:42]=[CH:41][C:37]([C:38](O)=[O:39])=[CH:36][CH:35]=2)[CH2:28][CH2:27]1)=[O:25])([CH3:22])([CH3:21])[CH3:20].C(N(CC)CC)C.CCN=C=NCCCN(C)C.C1C=CC2N(O)N=NC=2C=1. The catalyst class is: 35. Product: [C:3]([C:7]1[CH:12]=[CH:11][CH:10]=[CH:9][C:8]=1[N:13]1[CH2:18][CH2:17][N:16]([C:38]([C:37]2[CH:36]=[CH:35][C:34]([O:33][CH2:32][CH:29]3[CH2:28][CH2:27][N:26]([C:24]([O:23][C:19]([CH3:20])([CH3:21])[CH3:22])=[O:25])[CH2:31][CH2:30]3)=[CH:42][CH:41]=2)=[O:39])[CH2:15][CH2:14]1)([CH3:6])([CH3:4])[CH3:5]. (2) Reactant: C([NH:8][C:9]1([CH2:15][C:16]([NH2:18])=[O:17])[CH2:12][S:11](=[O:14])(=[O:13])[CH2:10]1)C1C=CC=CC=1. Product: [NH2:8][C:9]1([CH2:15][C:16]([NH2:18])=[O:17])[CH2:10][S:11](=[O:13])(=[O:14])[CH2:12]1. The catalyst class is: 45. (3) The catalyst class is: 12. Product: [Br:22][C:23]1[CH:24]=[N:25][C:26]([N:6]([CH2:5][C:4]2[CH:16]=[CH:17][C:18]([O:20][CH3:21])=[CH:19][C:3]=2[O:2][CH3:1])[CH:7]2[CH:12]3[CH2:13][CH2:14][N:9]([CH2:10][CH2:11]3)[CH:8]2[CH3:15])=[N:27][CH:28]=1. Reactant: [CH3:1][O:2][C:3]1[CH:19]=[C:18]([O:20][CH3:21])[CH:17]=[CH:16][C:4]=1[CH2:5][NH:6][CH:7]1[CH:12]2[CH2:13][CH2:14][N:9]([CH2:10][CH2:11]2)[CH:8]1[CH3:15].[Br:22][C:23]1[CH:24]=[N:25][C:26](Cl)=[N:27][CH:28]=1.C(O)(=O)C. (4) Reactant: [CH2:1]([NH:8][C:9]([CH:11]1[CH2:21][N:20]([CH2:22][C:23]2[CH:28]=[CH:27][CH:26]=[CH:25][CH:24]=2)[C:19]2[C:29]3[C:12]1=[N:13][NH:14][C:15]=3[N:16]=[C:17](SC)[N:18]=2)=[O:10])[C:2]1[CH:7]=[CH:6][CH:5]=[CH:4][CH:3]=1.ClC1C=CC=C(C(OO)=O)C=1.ClCCl.[CH3:46][N:47]([CH3:52])[CH2:48][CH2:49][CH2:50][NH2:51]. Product: [CH2:1]([NH:8][C:9]([CH:11]1[C:12]2[C:29]3[C:15]([NH:14][N:13]=2)=[N:16][C:17]([NH:51][CH2:50][CH2:49][CH2:48][N:47]([CH3:52])[CH3:46])=[N:18][C:19]=3[N:20]([CH2:22][C:23]2[CH:28]=[CH:27][CH:26]=[CH:25][CH:24]=2)[CH2:21]1)=[O:10])[C:2]1[CH:7]=[CH:6][CH:5]=[CH:4][CH:3]=1. The catalyst class is: 16. (5) Reactant: [CH2:1]([C:5]1[N:6]=[C:7]([CH3:28])[NH:8][C:9](=[O:27])[C:10]=1[CH2:11][C:12]1[CH:17]=[CH:16][C:15]([C:18]2[C:19]([C:24]#[N:25])=[CH:20][CH:21]=[CH:22][CH:23]=2)=[CH:14][C:13]=1[F:26])[CH2:2][CH2:3][CH3:4].C(=O)([O-])[O-].[Cs+].[Cs+].Br[CH2:36][C:37](=[O:42])[C:38]([CH3:41])([CH3:40])[CH3:39].CN(C)C=O. Product: [CH2:1]([C:5]1[N:6]=[C:7]([CH3:28])[N:8]([CH2:36][C:37](=[O:42])[C:38]([CH3:41])([CH3:40])[CH3:39])[C:9](=[O:27])[C:10]=1[CH2:11][C:12]1[CH:17]=[CH:16][C:15]([C:18]2[C:19]([C:24]#[N:25])=[CH:20][CH:21]=[CH:22][CH:23]=2)=[CH:14][C:13]=1[F:26])[CH2:2][CH2:3][CH3:4]. The catalyst class is: 13.